From a dataset of Catalyst prediction with 721,799 reactions and 888 catalyst types from USPTO. Predict which catalyst facilitates the given reaction. (1) Product: [CH2:1]([O:3][C:4]([C:6]1[N:11]=[CH:10][C:9]2[N:23]=[C:24]([C:26]3[CH:27]=[CH:28][C:29]([C:32]([CH3:35])([CH3:34])[CH3:33])=[CH:30][CH:31]=3)[S:25][C:8]=2[C:7]=1[OH:36])=[O:5])[CH3:2]. Reactant: [CH2:1]([O:3][C:4]([CH:6]1[N:11](CC2C=CC(OC)=CC=2OC)[CH2:10][C:9]2[N:23]=[C:24]([C:26]3[CH:31]=[CH:30][C:29]([C:32]([CH3:35])([CH3:34])[CH3:33])=[CH:28][CH:27]=3)[S:25][C:8]=2[C:7]1=[O:36])=[O:5])[CH3:2].S(Cl)(Cl)=O. The catalyst class is: 4. (2) Reactant: [N+:1]([C:4]1[CH:9]=[CH:8][CH:7]=[C:6]([CH3:10])[C:5]=1[CH2:11][O:12][C:13]1[CH:17]=[CH:16][N:15]([C:18]2[C:19]([O:25][CH3:26])=[N:20][C:21]([Cl:24])=[CH:22][CH:23]=2)[N:14]=1)([O-])=O.[H][H]. Product: [NH2:1][C:4]1[CH:9]=[CH:8][CH:7]=[C:6]([CH3:10])[C:5]=1[CH2:11][O:12][C:13]1[CH:17]=[CH:16][N:15]([C:18]2[C:19]([O:25][CH3:26])=[N:20][C:21]([Cl:24])=[CH:22][CH:23]=2)[N:14]=1. The catalyst class is: 612. (3) Reactant: CS(O[CH2:6][CH2:7][O:8][CH:9]([C:15]1[CH:20]=[CH:19][C:18]([C:21]#[N:22])=[CH:17][CH:16]=1)[C:10]1[NH:11][CH:12]=[N:13][CH:14]=1)(=O)=O. Product: [CH:14]1[N:13]=[CH:12][N:11]2[CH2:6][CH2:7][O:8][CH:9]([C:15]3[CH:20]=[CH:19][C:18]([C:21]#[N:22])=[CH:17][CH:16]=3)[C:10]=12. The catalyst class is: 10. (4) Reactant: [CH3:1][O:2][C:3](=[O:23])[CH2:4][CH2:5][C:6]1[CH:11]=[CH:10][C:9]([OH:12])=[CH:8][C:7]=1[CH2:13][CH2:14][NH:15][C:16]([O:18][C:19]([CH3:22])([CH3:21])[CH3:20])=[O:17].[CH3:24][C:25]1[O:29][C:28]([C:30]2[CH:35]=[CH:34][CH:33]=[CH:32][CH:31]=2)=[N:27][C:26]=1[CH2:36][CH2:37]OS(C1C=CC(C)=CC=1)(=O)=O.C([O-])([O-])=O.[Cs+].[Cs+]. Product: [CH3:1][O:2][C:3](=[O:23])[CH2:4][CH2:5][C:6]1[CH:11]=[CH:10][C:9]([O:12][CH2:37][CH2:36][C:26]2[N:27]=[C:28]([C:30]3[CH:35]=[CH:34][CH:33]=[CH:32][CH:31]=3)[O:29][C:25]=2[CH3:24])=[CH:8][C:7]=1[CH2:13][CH2:14][NH:15][C:16]([O:18][C:19]([CH3:20])([CH3:22])[CH3:21])=[O:17]. The catalyst class is: 3.